Predict the product of the given reaction. From a dataset of Forward reaction prediction with 1.9M reactions from USPTO patents (1976-2016). (1) The product is: [CH2:22]([C:19]1[CH:20]=[CH:21][C:16]([C:8]2[C:7]([CH2:6][O:5][C:25]3[CH:26]=[C:27]4[C:31](=[CH:32][CH:33]=3)[CH:30]([CH2:34][C:35]([O:37][CH2:38][CH3:39])=[O:36])[CH2:29][CH2:28]4)=[C:11]([C:12]([F:15])([F:14])[F:13])[S:10][N:9]=2)=[CH:17][CH:18]=1)[CH3:23]. Given the reactants CS([O:5][CH2:6][C:7]1[C:8]([C:16]2[CH:21]=[CH:20][C:19]([CH2:22][CH3:23])=[CH:18][CH:17]=2)=[N:9][S:10][C:11]=1[C:12]([F:15])([F:14])[F:13])(=O)=O.O[C:25]1[CH:26]=[C:27]2[C:31](=[CH:32][CH:33]=1)[CH:30]([CH2:34][C:35]([O:37][CH2:38][CH3:39])=[O:36])[CH2:29][CH2:28]2.C(=O)([O-])[O-].[K+].[K+].CN(C)C=O, predict the reaction product. (2) Given the reactants [OH:1][CH2:2][C@H:3]1[N:8]2[C:9]3[CH:10]=[CH:11][C:12]([O:16][CH:17]4[CH2:22][CH2:21][N:20]([CH:23]([CH3:25])[CH3:24])[CH2:19][CH2:18]4)=[CH:13][C:14]=3[CH:15]=[C:7]2[C:6](=[O:26])[NH:5][CH2:4]1.[CH3:27]I.[H-].[Na+], predict the reaction product. The product is: [OH:1][CH2:2][C@H:3]1[N:8]2[C:9]3[CH:10]=[CH:11][C:12]([O:16][CH:17]4[CH2:22][CH2:21][N:20]([CH:23]([CH3:24])[CH3:25])[CH2:19][CH2:18]4)=[CH:13][C:14]=3[CH:15]=[C:7]2[C:6](=[O:26])[N:5]([CH3:27])[CH2:4]1.